From a dataset of Forward reaction prediction with 1.9M reactions from USPTO patents (1976-2016). Predict the product of the given reaction. (1) Given the reactants [NH:1]1[C:7]2[CH:8]=[CH:9][CH:10]=[CH:11][C:6]=2[CH:5]=[CH:4][CH:3]=[N:2]1.C([CH:15]([C:23]([NH2:25])=[O:24])[CH:16](CC=C)[C:17]([NH2:19])=[O:18])C=C.CCN(C(C)C)C(C)C, predict the reaction product. The product is: [NH:1]1[C:7]2[CH:8]=[CH:9][CH:10]=[CH:11][C:6]=2[CH:5]=[CH:4][C:3]([CH:15]([C:23]([NH2:25])=[O:24])[CH2:16][C:17]([NH2:19])=[O:18])=[N:2]1. (2) Given the reactants [C:1]([C:4]1[CH:5]=[N:6][CH:7]=[CH:8][C:9]=1[CH2:10][CH:11]1[CH2:19][C:18]2[C:13](=[CH:14][CH:15]=[C:16]([CH3:20])[CH:17]=2)[C:12]1=[O:21])(=[O:3])[CH3:2].[CH3:22][C:23]1[CH:30]=[CH:29][CH:28]=[CH:27][C:24]=1[CH2:25][Br:26], predict the reaction product. The product is: [Br-:26].[C:1]([C:4]1[CH:5]=[N+:6]([CH2:22][C:23]2[CH:30]=[CH:29][CH:28]=[CH:27][C:24]=2[CH3:25])[CH:7]=[CH:8][C:9]=1[CH2:10][CH:11]1[CH2:19][C:18]2[C:13](=[CH:14][CH:15]=[C:16]([CH3:20])[CH:17]=2)[C:12]1=[O:21])(=[O:3])[CH3:2].